From a dataset of Full USPTO retrosynthesis dataset with 1.9M reactions from patents (1976-2016). Predict the reactants needed to synthesize the given product. (1) Given the product [CH3:1][N:2]1[CH:6]=[C:5]([CH2:7][N:21]2[CH2:22][CH:18]3[CH2:17][N:16]([C:23]([O:25][N:34]4[C:35](=[O:36])[CH2:30][CH2:31][C:32]4=[O:33])=[O:24])[CH2:15][CH:19]3[CH2:20]2)[C:4]([C:9]2[CH:14]=[CH:13][CH:12]=[CH:11][CH:10]=2)=[N:3]1, predict the reactants needed to synthesize it. The reactants are: [CH3:1][N:2]1[CH:6]=[C:5]([CH:7]=O)[C:4]([C:9]2[CH:14]=[CH:13][CH:12]=[CH:11][CH:10]=2)=[N:3]1.[CH2:15]1[CH:19]2[CH2:20][NH:21][CH2:22][CH:18]2[CH2:17][N:16]1[C:23]([O:25]C(C)(C)C)=[O:24].[CH2:30]1[C:35](=[O:36])[N:34](OC(O[N:34]2[C:35](=[O:36])[CH2:30][CH2:31][C:32]2=[O:33])=O)[C:32](=[O:33])[CH2:31]1. (2) Given the product [C:5]([C:4]1[CH:7]=[CH:8][N:9]=[C:2]([NH:1][S:11]([CH3:10])(=[O:13])=[O:12])[CH:3]=1)#[N:6], predict the reactants needed to synthesize it. The reactants are: [NH2:1][C:2]1[CH:3]=[C:4]([CH:7]=[CH:8][N:9]=1)[C:5]#[N:6].[CH3:10][S:11](Cl)(=[O:13])=[O:12]. (3) Given the product [Cl:1][C:2]1[CH:3]=[C:4]([CH:26]=[CH:27][C:28]=1[Cl:29])[CH2:5][O:6][C:7]1[CH:12]=[CH:11][C:10]([C@H:13]2[O:25][C:23]3[CH:22]=[CH:21][C:18]([C:19]#[N:20])=[CH:17][C:16]=3[O:15][CH2:14]2)=[CH:9][CH:8]=1, predict the reactants needed to synthesize it. The reactants are: [Cl:1][C:2]1[CH:3]=[C:4]([CH:26]=[CH:27][C:28]=1[Cl:29])[CH2:5][O:6][C:7]1[CH:12]=[CH:11][C:10]([C@@H:13]([OH:25])[CH2:14][O:15][C:16]2[CH:17]=[C:18]([CH:21]=[CH:22][C:23]=2F)[C:19]#[N:20])=[CH:9][CH:8]=1.[H-].[Na+].